From a dataset of Reaction yield outcomes from USPTO patents with 853,638 reactions. Predict the reaction yield, written as a fraction of the theoretical maximum amount of product (1.0 means a 100% yield; for example, 0.34 means a 34% yield). (1) The yield is 0.766. The product is [Cl:1][C:2]1[CH:3]=[CH:4][C:5]([OH:10])=[C:6]([CH:7]=[N:16][C:15]2[CH:17]=[C:18]([C:20]([F:21])([F:22])[F:23])[CH:19]=[C:13]([C:12]([F:11])([F:24])[F:25])[CH:14]=2)[CH:9]=1. No catalyst specified. The reactants are [Cl:1][C:2]1[CH:9]=[C:6]([CH:7]=O)[C:5]([OH:10])=[CH:4][CH:3]=1.[F:11][C:12]([F:25])([F:24])[C:13]1[CH:14]=[C:15]([CH:17]=[C:18]([C:20]([F:23])([F:22])[F:21])[CH:19]=1)[NH2:16]. (2) The reactants are C([O:3][C:4]([C:6]1[CH:7]=[N:8][N:9]2[C:14]([CH:15]3[CH2:20][CH2:19][CH2:18][CH2:17][CH2:16]3)=[C:13]([C:21]3[CH:26]=[CH:25][C:24]([CH2:27][C:28]4[CH:33]=[CH:32][CH:31]=[CH:30][CH:29]=4)=[CH:23][CH:22]=3)[CH:12]=[N:11][C:10]=12)=[O:5])C.[Li+].[OH-].Cl. The catalyst is O1CCCC1. The product is [CH2:27]([C:24]1[CH:25]=[CH:26][C:21]([C:13]2[CH:12]=[N:11][C:10]3[N:9]([N:8]=[CH:7][C:6]=3[C:4]([OH:5])=[O:3])[C:14]=2[CH:15]2[CH2:16][CH2:17][CH2:18][CH2:19][CH2:20]2)=[CH:22][CH:23]=1)[C:28]1[CH:29]=[CH:30][CH:31]=[CH:32][CH:33]=1. The yield is 0.210. (3) The reactants are [CH3:1][O:2][C:3]([C:5]1([C:8]2[CH:13]=[CH:12][C:11]([OH:14])=[CH:10][CH:9]=2)[CH2:7][CH2:6]1)=[O:4].[C:15]([O:19][C:20](=[O:23])[CH:21]=[CH2:22])([CH3:18])([CH3:17])[CH3:16]. No catalyst specified. The product is [CH3:1][O:2][C:3]([C:5]1([C:8]2[CH:9]=[CH:10][C:11]([O:14][CH2:22][CH2:21][C:20]([O:19][C:15]([CH3:18])([CH3:17])[CH3:16])=[O:23])=[CH:12][CH:13]=2)[CH2:6][CH2:7]1)=[O:4]. The yield is 0.540. (4) The reactants are Cl.[F:2][C:3]1[CH:8]=[CH:7][C:6]([NH:9]N)=[CH:5][CH:4]=1.[CH3:11][CH:12](C)C(=O)C.N1C2C(=CC=CC=2)C=C1. The catalyst is C(O)(=O)C. The product is [F:2][C:3]1[CH:8]=[C:7]2[C:6](=[CH:5][CH:4]=1)[NH:9][CH:12]=[CH:11]2. The yield is 0.760. (5) The reactants are [C:1]([O:5][C:6]([N:8]1[CH2:13][CH2:12][N:11]([CH2:14][C:15]2[S:23][C:22]3[C:21]([N:24]4[CH2:29][CH2:28][O:27][CH2:26][CH2:25]4)=[N:20][C:19](Cl)=[N:18][C:17]=3[CH:16]=2)[CH2:10][CH2:9]1)=[O:7])([CH3:4])([CH3:3])[CH3:2].[CH3:31][S-:32].[Na+]. The catalyst is CN(C=O)C. The product is [C:1]([O:5][C:6]([N:8]1[CH2:13][CH2:12][N:11]([CH2:14][C:15]2[S:23][C:22]3[C:21]([N:24]4[CH2:29][CH2:28][O:27][CH2:26][CH2:25]4)=[N:20][C:19]([S:32][CH3:31])=[N:18][C:17]=3[CH:16]=2)[CH2:10][CH2:9]1)=[O:7])([CH3:4])([CH3:3])[CH3:2]. The yield is 0.980. (6) The catalyst is CO. The reactants are [NH2:1][C:2]1[N:7]=[CH:6][N:5]=[C:4]2[N:8]([CH2:24][CH2:25][NH:26][C:27](=[O:31])[CH2:28][C:29]#[N:30])[N:9]=[C:10]([C:11]3[CH:16]=[CH:15][C:14]([O:17][C:18]4[CH:23]=[CH:22][CH:21]=[CH:20][CH:19]=4)=[CH:13][CH:12]=3)[C:3]=12.[CH2:32]1[CH:34]([CH:35](O)C#N)[CH2:33]1.N1CCCCC1.O. The product is [NH2:1][C:2]1[N:7]=[CH:6][N:5]=[C:4]2[N:8]([CH2:24][CH2:25][NH:26][C:27](=[O:31])[C:28]([C:29]#[N:30])=[CH:35][CH:34]3[CH2:32][CH2:33]3)[N:9]=[C:10]([C:11]3[CH:16]=[CH:15][C:14]([O:17][C:18]4[CH:23]=[CH:22][CH:21]=[CH:20][CH:19]=4)=[CH:13][CH:12]=3)[C:3]=12. The yield is 0.380. (7) The reactants are [CH2:1]([O:8][C:9]1[CH:10]=[C:11]([O:23][C:24]2[CH:29]=[CH:28][C:27]([S:30]([CH3:33])(=[O:32])=[O:31])=[CH:26][CH:25]=2)[CH:12]=[C:13]2[C:17]=1[NH:16][C:15]([C:18]([O:20]CC)=[O:19])=[CH:14]2)[C:2]1[CH:7]=[CH:6][CH:5]=[CH:4][CH:3]=1. The catalyst is O1CCCC1.C(O)C.[OH-].[Na+]. The product is [CH2:1]([O:8][C:9]1[CH:10]=[C:11]([O:23][C:24]2[CH:25]=[CH:26][C:27]([S:30]([CH3:33])(=[O:32])=[O:31])=[CH:28][CH:29]=2)[CH:12]=[C:13]2[C:17]=1[NH:16][C:15]([C:18]([OH:20])=[O:19])=[CH:14]2)[C:2]1[CH:7]=[CH:6][CH:5]=[CH:4][CH:3]=1. The yield is 0.890. (8) The reactants are [C:1]([O:5][C:6]([NH:8][C:9]1[CH:10]=[C:11]([CH:15]=[CH:16][CH:17]=1)[C:12]([OH:14])=O)=[O:7])([CH3:4])([CH3:3])[CH3:2].CCN=C=NCCCN(C)C.C1C=CC2N(O)N=NC=2C=1.CCN(CC)CC.[NH2:46][CH2:47][CH:48]([OH:60])[CH2:49][N:50]1[CH2:59][CH2:58][C:57]2[C:52](=[CH:53][CH:54]=[CH:55][CH:56]=2)[CH2:51]1. The catalyst is C(Cl)Cl. The product is [C:1]([O:5][C:6](=[O:7])[NH:8][C:9]1[CH:17]=[CH:16][CH:15]=[C:11]([C:12](=[O:14])[NH:46][CH2:47][CH:48]([OH:60])[CH2:49][N:50]2[CH2:59][CH2:58][C:57]3[C:52](=[CH:53][CH:54]=[CH:55][CH:56]=3)[CH2:51]2)[CH:10]=1)([CH3:2])([CH3:3])[CH3:4]. The yield is 0.710.